This data is from Retrosynthesis with 50K atom-mapped reactions and 10 reaction types from USPTO. The task is: Predict the reactants needed to synthesize the given product. (1) Given the product COc1ccc(C(=O)C(OC(=O)CBr)c2ccc(OC)cc2)cc1, predict the reactants needed to synthesize it. The reactants are: COc1ccc(C(=O)C(O)c2ccc(OC)cc2)cc1.O=C(O)CBr. (2) Given the product CC(C)N1CC[C@H](Oc2ccc3[nH]c(C(=O)N4CCCC4)cc3c2)C1, predict the reactants needed to synthesize it. The reactants are: C1CCNC1.CC(C)N1CC[C@H](Oc2ccc3[nH]c(C(=O)O)cc3c2)C1. (3) The reactants are: COc1cc([N+](=O)[O-])ccc1-c1sc(C)nc1C. Given the product COc1cc(N)ccc1-c1sc(C)nc1C, predict the reactants needed to synthesize it.